This data is from Catalyst prediction with 721,799 reactions and 888 catalyst types from USPTO. The task is: Predict which catalyst facilitates the given reaction. (1) Reactant: [F:1][C:2]1[CH:3]=[C:4]([CH:8]=[CH:9][C:10]=1[C:11]1[CH:16]=[N:15][C:14]([O:17][CH2:18][CH:19]2[CH2:24][CH2:23][N:22]([CH2:25][C:26]([F:29])([CH3:28])[CH3:27])[CH2:21][CH2:20]2)=[CH:13][N:12]=1)[C:5]([OH:7])=O.[NH:30]1[CH2:35][CH2:34][CH2:33][C@@H:32]([OH:36])[CH2:31]1.C1C=CC2N(O)N=NC=2C=1.C(Cl)CCl.CCN(C(C)C)C(C)C. Product: [F:1][C:2]1[CH:3]=[C:4]([C:5]([N:30]2[CH2:35][CH2:34][CH2:33][C@@H:32]([OH:36])[CH2:31]2)=[O:7])[CH:8]=[CH:9][C:10]=1[C:11]1[CH:16]=[N:15][C:14]([O:17][CH2:18][CH:19]2[CH2:24][CH2:23][N:22]([CH2:25][C:26]([F:29])([CH3:27])[CH3:28])[CH2:21][CH2:20]2)=[CH:13][N:12]=1. The catalyst class is: 34. (2) Reactant: [C:1]1([C:7]2[C:8]3[C:13]([CH:14]=[C:15]4[C:20]=2[CH:19]=[CH:18][CH:17]=[CH:16]4)=[CH:12][CH:11]=[CH:10][CH:9]=3)[CH:6]=[CH:5][CH:4]=[CH:3][CH:2]=1.[Br:21]Br.S([O-])([O-])(=O)=S.[Na+].[Na+]. Product: [Br:21][C:14]1[C:13]2[C:8](=[CH:9][CH:10]=[CH:11][CH:12]=2)[C:7]([C:1]2[CH:2]=[CH:3][CH:4]=[CH:5][CH:6]=2)=[C:20]2[C:15]=1[CH:16]=[CH:17][CH:18]=[CH:19]2. The catalyst class is: 53. (3) Reactant: [OH:1][C@H:2]1[CH2:26][CH2:25][C@@:24]2([CH3:27])[C@@H:4]([C:5](=[O:29])[O:6][C:7]3[C@H:8]4[C@:20]([CH3:28])([CH2:21][CH2:22][C:23]=32)[C@@H:11]([C@H:12]([CH3:19])[CH2:13][CH2:14][CH2:15][CH:16]([CH3:18])[CH3:17])[CH2:10][CH2:9]4)[CH2:3]1.[O:30]1[CH:34]=[CH:33][CH:32]=[C:31]1[C:35](Cl)=[O:36].N1C=CC=CC=1.C(=O)(O)[O-].[Na+]. Product: [O:30]1[CH:34]=[CH:33][CH:32]=[C:31]1[C:35]([O:1][C@H:2]1[CH2:26][CH2:25][C@@:24]2([CH3:27])[C@@H:4]([C:5](=[O:29])[O:6][C:7]3[C@H:8]4[C@:20]([CH3:28])([CH2:21][CH2:22][C:23]=32)[C@@H:11]([C@H:12]([CH3:19])[CH2:13][CH2:14][CH2:15][CH:16]([CH3:18])[CH3:17])[CH2:10][CH2:9]4)[CH2:3]1)=[O:36]. The catalyst class is: 4. (4) Reactant: [C:11]1(OP([O-])(O[C:11]2[CH:16]=[CH:15][CH:14]=[CH:13][CH:12]=2)=O)[CH:16]=[CH:15][CH:14]=[CH:13][CH:12]=1.C([Zn]CC)C.ICI.[CH3:26][C:27]([CH3:41])=[CH:28][CH2:29][CH2:30]/[C:31](/[C:35]1C=CC=CC=1)=[CH:32]/[CH2:33][OH:34]. Product: [CH3:41][C:27]([CH3:26])=[CH:28][CH2:29][CH2:30][C:31]1([C:11]2[CH:12]=[CH:13][CH:14]=[CH:15][CH:16]=2)[CH2:35][CH:32]1[CH2:33][OH:34]. The catalyst class is: 4. (5) Reactant: CC1(C)CCCC(C)(C)N1.[Li]CCCC.[N:16]1[CH:21]=[CH:20][CH:19]=[CH:18][N:17]=1.[CH:22]1([C:25]2[N:29]([CH3:30])[C:28]3[C:31]([C:42]([C:44]4[CH:49]=[CH:48][CH:47]=[CH:46][N:45]=4)=[O:43])=[CH:32][C:33]([C:35]4[C:36]([CH3:41])=[N:37][O:38][C:39]=4[CH3:40])=[CH:34][C:27]=3[N:26]=2)[CH2:24][CH2:23]1. Product: [CH:22]1([C:25]2[N:29]([CH3:30])[C:28]3[C:31]([C:42]([C:21]4[N:16]=[N:17][CH:18]=[CH:19][CH:20]=4)([C:44]4[CH:49]=[CH:48][CH:47]=[CH:46][N:45]=4)[OH:43])=[CH:32][C:33]([C:35]4[C:36]([CH3:41])=[N:37][O:38][C:39]=4[CH3:40])=[CH:34][C:27]=3[N:26]=2)[CH2:24][CH2:23]1. The catalyst class is: 1.